Task: Predict the product of the given reaction.. Dataset: Forward reaction prediction with 1.9M reactions from USPTO patents (1976-2016) (1) Given the reactants [NH2:1][C:2](=[N:4][C:5]1[S:6][C:7]([C:11]2[CH:16]=[CH:15][C:14]([NH:17][CH2:18][CH:19]3[CH2:24][CH2:23][N:22](C(OCC4C=CC=CC=4)=O)[CH2:21][CH2:20]3)=[CH:13][CH:12]=2)=[C:8]([CH3:10])[N:9]=1)[NH2:3].C[Si](I)(C)C, predict the reaction product. The product is: [CH2:7]([N:17]([CH2:18][CH:19]1[CH2:24][CH2:23][NH:22][CH2:21][CH2:20]1)[C:14]1[CH:15]=[CH:16][C:11]([C:7]2[S:6][C:5]([N:4]=[C:2]([NH2:3])[NH2:1])=[N:9][C:8]=2[CH3:10])=[CH:12][CH:13]=1)[C:11]1[CH:16]=[CH:15][CH:14]=[CH:13][CH:12]=1. (2) The product is: [Br:26][C:27]1[N:31]([C:32]2[CH:33]=[CH:34][C:35]([F:38])=[CH:36][CH:37]=2)[N:30]=[CH:29][C:28]=1[CH2:39][C:40]([NH:10][CH2:9][C:3]1[CH:4]=[CH:5][C:6]([F:8])=[CH:7][C:2]=1[Cl:1])=[O:42]. Given the reactants [Cl:1][C:2]1[CH:7]=[C:6]([F:8])[CH:5]=[CH:4][C:3]=1[CH2:9][NH:10]C(=O)CC1C(C)=NN(CC(O)(C)C)C=1C.[Br:26][C:27]1[N:31]([C:32]2[CH:37]=[CH:36][C:35]([F:38])=[CH:34][CH:33]=2)[N:30]=[CH:29][C:28]=1[CH2:39][C:40]([OH:42])=O, predict the reaction product. (3) Given the reactants [NH2:1][C@H:2]1[CH2:6][CH2:5][N:4]([C:7]([O:9][C:10]([CH3:13])([CH3:12])[CH3:11])=[O:8])[CH2:3]1.[CH:14]1([CH:17]=O)[CH2:16][CH2:15]1, predict the reaction product. The product is: [NH3:1].[CH:14]1([CH2:17][NH:1][C@H:2]2[CH2:6][CH2:5][N:4]([C:7]([O:9][C:10]([CH3:13])([CH3:12])[CH3:11])=[O:8])[CH2:3]2)[CH2:16][CH2:15]1. (4) Given the reactants [CH3:1][O:2][C:3]1[C:8]([C:9]#[N:10])=[C:7]([CH3:11])[N:6]=[CH:5][CH:4]=1.[ClH:12], predict the reaction product. The product is: [ClH:12].[CH3:1][O:2][C:3]1[CH:4]=[CH:5][N:6]=[C:7]([CH3:11])[C:8]=1[CH2:9][NH2:10].